Dataset: Forward reaction prediction with 1.9M reactions from USPTO patents (1976-2016). Task: Predict the product of the given reaction. (1) Given the reactants [CH3:1][S:2]([C:5]1[CH:10]=[CH:9][C:8]([C:11]2[N:19]3[C:14]([CH:15]=[N:16][C:17](O)=[N:18]3)=[CH:13][CH:12]=2)=[CH:7][CH:6]=1)(=[O:4])=[O:3].[NH2:21][C:22]1[CH:23]=[C:24]([CH:28]2[N:33]([CH3:34])[CH2:32][CH2:31][N:30]([CH3:35])[C:29]2=[O:36])[CH:25]=[CH:26][CH:27]=1, predict the reaction product. The product is: [CH3:1][S:2]([C:5]1[CH:10]=[CH:9][C:8]([C:11]2[N:19]3[C:14]([CH:15]=[N:16][C:17]([NH:21][C:22]4[CH:23]=[C:24]([CH:28]5[N:33]([CH3:34])[CH2:32][CH2:31][N:30]([CH3:35])[C:29]5=[O:36])[CH:25]=[CH:26][CH:27]=4)=[N:18]3)=[CH:13][CH:12]=2)=[CH:7][CH:6]=1)(=[O:4])=[O:3]. (2) Given the reactants [Cl:1][C:2]1[CH:3]=[CH:4][C:5]([O:25][CH3:26])=[C:6]([C:8]2[NH:12][N:11]=[CH:10][C:9]=2[NH:13][C:14]([C:16]2[CH:17]=[N:18][N:19]3[CH:24]=[CH:23][CH:22]=[N:21][C:20]=23)=[O:15])[CH:7]=1.C(=O)([O-])[O-].[Cs+].[Cs+].Br[CH2:34][CH:35]=[C:36]([CH3:38])[CH3:37].CCOC(C)=O, predict the reaction product. The product is: [Cl:1][C:2]1[CH:3]=[CH:4][C:5]([O:25][CH3:26])=[C:6]([C:8]2[C:9]([NH:13][C:14]([C:16]3[CH:17]=[N:18][N:19]4[CH:24]=[CH:23][CH:22]=[N:21][C:20]=34)=[O:15])=[CH:10][N:11]([CH2:34][CH:35]=[C:36]([CH3:38])[CH3:37])[N:12]=2)[CH:7]=1. (3) Given the reactants [NH2:1][C:2]1[N:11]=[CH:10][C:9]2[CH2:8][CH2:7][C:6]3[N:12]=[C:13](C4C=CC(C5(NC(=O)OC(C)(C)C)CCC5)=CC=4)[C:14]([C:16]4[CH:21]=[CH:20][CH:19]=[CH:18][CH:17]=4)=[CH:15][C:5]=3[C:4]=2[N:3]=1, predict the reaction product. The product is: [C:16]1([C:14]2[CH:13]=[N:12][C:6]3[CH2:7][CH2:8][C:9]4[CH:10]=[N:11][C:2]([NH2:1])=[N:3][C:4]=4[C:5]=3[CH:15]=2)[CH:21]=[CH:20][CH:19]=[CH:18][CH:17]=1. (4) Given the reactants Br[C:2](C)(C)C(C1C=CC(C)=CC=1)=O.C[O-].[Na+].[CH3:17][O:18][C:19]1([C:27]2[CH:32]=[CH:31][C:30](SC)=[CH:29][CH:28]=2)[C:21]2([CH2:26]CCC[CH2:22]2)[O:20]1, predict the reaction product. The product is: [CH3:17][O:18][C:19]1([C:27]2[CH:28]=[CH:29][C:30]([CH3:2])=[CH:31][CH:32]=2)[C:21]([CH3:22])([CH3:26])[O:20]1.